This data is from Forward reaction prediction with 1.9M reactions from USPTO patents (1976-2016). The task is: Predict the product of the given reaction. (1) The product is: [CH2:1]([S:3]([N:6]1[CH2:7][CH2:8][CH:9]([C:12]2[C:20]3[C:15](=[C:16]([C:31]([NH2:33])=[O:32])[CH:17]=[C:18]([C:21]4[CH:26]=[CH:25][CH:24]=[C:23]([CH2:27][NH:28][O:29][CH3:30])[CH:22]=4)[CH:19]=3)[NH:14][CH:13]=2)[CH2:10][CH2:11]1)(=[O:5])=[O:4])[CH3:2]. Given the reactants [CH2:1]([S:3]([N:6]1[CH2:11][CH2:10][CH:9]([C:12]2[C:20]3[C:15](=[C:16]([C:31]([NH2:33])=[O:32])[CH:17]=[C:18]([C:21]4[CH:26]=[CH:25][CH:24]=[C:23]([CH:27]=[N:28][O:29][CH3:30])[CH:22]=4)[CH:19]=3)[NH:14][CH:13]=2)[CH2:8][CH2:7]1)(=[O:5])=[O:4])[CH3:2].Cl.C([BH3-])#N.[Na+], predict the reaction product. (2) Given the reactants [F:1][C:2]1[C:3]([CH3:19])=[C:4]([C:14]([O:17]C)=[CH:15][CH:16]=1)[C:5]([O:7][C:8]1[CH:13]=[CH:12][CH:11]=[CH:10][CH:9]=1)=[O:6].B(Br)(Br)Br.C([O-])(O)=O.[Na+], predict the reaction product. The product is: [F:1][C:2]1[C:3]([CH3:19])=[C:4]([C:14]([OH:17])=[CH:15][CH:16]=1)[C:5]([O:7][C:8]1[CH:13]=[CH:12][CH:11]=[CH:10][CH:9]=1)=[O:6]. (3) Given the reactants [OH:1][S:2]([O-:5])(=[O:4])=[O:3].[Na+:6].[CH3:7][CH2:8][N:9]([CH2:12][CH2:13][O:14][C:15]([C:17]1[CH:18]=[CH:19][C:20]([NH2:23])=[CH:21][CH:22]=1)=[O:16])[CH2:10][CH3:11].[C:24](=[O:26])=[O:25].CCN(CCOC(C1C=CC(N)=CC=1)=O)CC.[C:44](=[O:47])([OH:46])[OH:45], predict the reaction product. The product is: [CH3:11][CH2:10][N:9]([CH2:12][CH2:13][O:14][C:15]([C:17]1[CH:22]=[CH:21][C:20]([NH2:23])=[CH:19][CH:18]=1)=[O:16])[CH2:8][CH3:7].[OH:4][S:2]([O-:5])(=[O:3])=[O:1].[Na+:6].[C:44]([O-:47])([OH:46])=[O:45].[Na+:6].[C:24](=[O:26])=[O:25]. (4) Given the reactants [CH2:1]([CH:3]1[N:12]2[C:7](=[CH:8][C:9](=[O:18])[C:10]([C:13]([O:15]CC)=[O:14])=[CH:11]2)[C:6]2[CH:19]=[C:20]([O:29][CH3:30])[C:21]([O:23][CH2:24][CH2:25][CH2:26][O:27][CH3:28])=[CH:22][C:5]=2[CH2:4]1)[CH3:2].O[Li].O, predict the reaction product. The product is: [CH2:1]([CH:3]1[N:12]2[C:7](=[CH:8][C:9](=[O:18])[C:10]([C:13]([OH:15])=[O:14])=[CH:11]2)[C:6]2[CH:19]=[C:20]([O:29][CH3:30])[C:21]([O:23][CH2:24][CH2:25][CH2:26][O:27][CH3:28])=[CH:22][C:5]=2[CH2:4]1)[CH3:2]. (5) Given the reactants OS(O)(=O)=O.[OH:6][CH2:7][C:8]([CH2:13][OH:14])([CH3:12])[C:9]([OH:11])=[O:10].[CH3:15]O, predict the reaction product. The product is: [CH3:15][O:10][C:9](=[O:11])[C:8]([CH2:13][OH:14])([CH3:12])[CH2:7][OH:6].